This data is from Reaction yield outcomes from USPTO patents with 853,638 reactions. The task is: Predict the reaction yield, written as a fraction of the theoretical maximum amount of product (1.0 means a 100% yield; for example, 0.34 means a 34% yield). (1) The catalyst is C(O)(=O)C. The product is [CH3:23][N:19]1[C:20]2[C:15](=[CH:14][C:13]([N:8]3[CH2:7][C:6]4[C:10](=[CH:11][C:3]([O:2][CH3:1])=[CH:4][CH:5]=4)[C:9]3=[O:12])=[CH:22][CH:21]=2)[N:26]([CH3:25])[CH2:17][CH2:18]1. The reactants are [CH3:1][O:2][C:3]1[CH:11]=[C:10]2[C:6]([CH2:7][N:8]([C:13]3[CH:14]=[C:15]4[C:20](=[CH:21][CH:22]=3)[NH:19][CH2:18][CH2:17]N4)[C:9]2=[O:12])=[CH:5][CH:4]=1.[CH2:23]=O.[C:25]([BH3-])#[N:26].[Na+].[OH-].[Na+]. The yield is 0.720. (2) The reactants are O.NN.[F:4][C:5]1[CH:14]=[CH:13][C:12]([O:15][CH2:16][CH2:17][CH3:18])=[C:11]2[C:6]=1[C:7](=[O:41])[C:8]([C:33]1[CH:38]=[CH:37][C:36]([O:39][CH3:40])=[CH:35][CH:34]=1)=[CH:9][N:10]2[CH2:19][CH2:20][CH2:21][N:22]1C(=O)C2C(=CC=CC=2)C1=O. The catalyst is C(O)C. The product is [NH2:22][CH2:21][CH2:20][CH2:19][N:10]1[C:11]2[C:6](=[C:5]([F:4])[CH:14]=[CH:13][C:12]=2[O:15][CH2:16][CH2:17][CH3:18])[C:7](=[O:41])[C:8]([C:33]2[CH:34]=[CH:35][C:36]([O:39][CH3:40])=[CH:37][CH:38]=2)=[CH:9]1. The yield is 0.940. (3) The reactants are [O:1]([C:8]1[CH:13]=[CH:12][C:11]([C:14]2[C:18]([C:19]([O:21][CH2:22][CH3:23])=[O:20])=[CH:17][NH:16][N:15]=2)=[CH:10][CH:9]=1)[C:2]1[CH:7]=[CH:6][CH:5]=[CH:4][CH:3]=1.F[C:25]1[CH:30]=[CH:29][C:28]([N+:31]([O-:33])=[O:32])=[CH:27][CH:26]=1.C(=O)([O-])[O-].[Cs+].[Cs+]. The catalyst is CN1CCCC1=O. The product is [N+:31]([C:28]1[CH:29]=[CH:30][C:25]([N:16]2[CH:17]=[C:18]([C:19]([O:21][CH2:22][CH3:23])=[O:20])[C:14]([C:11]3[CH:10]=[CH:9][C:8]([O:1][C:2]4[CH:3]=[CH:4][CH:5]=[CH:6][CH:7]=4)=[CH:13][CH:12]=3)=[N:15]2)=[CH:26][CH:27]=1)([O-:33])=[O:32]. The yield is 0.680. (4) The catalyst is C1C=CC(/C=C/C(/C=C/C2C=CC=CC=2)=O)=CC=1.C1C=CC(/C=C/C(/C=C/C2C=CC=CC=2)=O)=CC=1.C1C=CC(/C=C/C(/C=C/C2C=CC=CC=2)=O)=CC=1.[Pd].[Pd].O1CCOCC1. The product is [Br:24][C:20]1[CH:21]=[N:22][CH:23]=[C:16]([N:2]2[CH2:3][CH2:4][N:5]3[C:13]4[CH2:12][CH2:11][CH2:10][CH2:9][C:8]=4[CH:7]=[C:6]3[C:1]2=[O:14])[C:17]=1[CH:18]=[O:19]. The reactants are [C:1]1(=[O:14])[C:6]2=[CH:7][C:8]3[CH2:9][CH2:10][CH2:11][CH2:12][C:13]=3[N:5]2[CH2:4][CH2:3][NH:2]1.Br[C:16]1[CH:23]=[N:22][CH:21]=[C:20]([Br:24])[C:17]=1[CH:18]=[O:19].C1(P(C2C=CC=CC=2)C2C3OC4C(=CC=CC=4P(C4C=CC=CC=4)C4C=CC=CC=4)C(C)(C)C=3C=CC=2)C=CC=CC=1.C([O-])([O-])=O.[Cs+].[Cs+]. The yield is 0.400. (5) The reactants are Cl.[F:2][C:3]([F:20])([F:19])[C:4]1[C:12]2[N:11]=[C:10]([CH2:13][NH2:14])[NH:9][C:8]=2[CH:7]=[C:6]([C:15]([F:18])([F:17])[F:16])[CH:5]=1.[C:21]([O:25][C:26]([NH:28][CH2:29][C:30](O)=[O:31])=[O:27])([CH3:24])([CH3:23])[CH3:22].CN(C(ON1N=NC2C=CC=NC1=2)=[N+](C)C)C.F[P-](F)(F)(F)(F)F. The catalyst is C(Cl)Cl. The product is [F:18][C:15]([F:16])([F:17])[C:6]1[CH:5]=[C:4]([C:3]([F:2])([F:19])[F:20])[C:12]2[NH:11][C:10]([CH2:13][NH:14][C:30](=[O:31])[CH2:29][NH:28][C:26](=[O:27])[O:25][C:21]([CH3:22])([CH3:23])[CH3:24])=[N:9][C:8]=2[CH:7]=1. The yield is 0.640.